Dataset: Catalyst prediction with 721,799 reactions and 888 catalyst types from USPTO. Task: Predict which catalyst facilitates the given reaction. Reactant: [C:1]([NH2:10])(=[O:9])[C:2]1[C:3](=[CH:5][CH:6]=[CH:7][CH:8]=1)[OH:4].Br[CH2:12][C:13]([C:15]1[CH:20]=[CH:19][CH:18]=[C:17]([O:21][CH3:22])[CH:16]=1)=[O:14].C(=O)([O-])[O-].[K+].[K+].O. Product: [CH3:22][O:21][C:17]1[CH:16]=[C:15]([C:13](=[O:14])[CH2:12][O:4][C:3]2[CH:5]=[CH:6][CH:7]=[CH:8][C:2]=2[C:1]([NH2:10])=[O:9])[CH:20]=[CH:19][CH:18]=1. The catalyst class is: 9.